The task is: Predict the reactants needed to synthesize the given product.. This data is from Retrosynthesis with 50K atom-mapped reactions and 10 reaction types from USPTO. (1) The reactants are: COC(=O)[C@H](Cc1ccc(Br)cn1)NC(=O)OC(C)(C)C. Given the product COC(=O)[C@@H](N)Cc1ccc(Br)cn1, predict the reactants needed to synthesize it. (2) Given the product COc1ccc(-c2coc([C@H](C)Oc3ccc(F)c(C(N)=O)c3F)n2)cc1, predict the reactants needed to synthesize it. The reactants are: COc1ccc(-c2coc([C@@H](C)O)n2)cc1.NC(=O)c1c(F)ccc(O)c1F. (3) Given the product CN(C(=O)c1ccc(Br)cc1)[C@@H]1CCN(C(=O)C2CCN(C(=O)CO)CC2)C[C@H]1c1ccc(Cl)c(Cl)c1, predict the reactants needed to synthesize it. The reactants are: CN(C(=O)c1ccc(Br)cc1)[C@@H]1CCNC[C@H]1c1ccc(Cl)c(Cl)c1.O=C(O)C1CCN(C(=O)CO)CC1. (4) Given the product CCOC(=O)C(=O)NCCO, predict the reactants needed to synthesize it. The reactants are: CCOC(=O)C(=O)OCC.NCCO. (5) Given the product COc1cc2cc(-c3ccccc3NC(C)=O)nc(C)c2cc1OC, predict the reactants needed to synthesize it. The reactants are: CC(=O)Cl.COc1cc2cc(-c3ccccc3N)nc(C)c2cc1OC. (6) Given the product O=C(c1ccc(F)cc1)C1CCN(C(=O)c2ncoc2-c2ccccc2)CC1, predict the reactants needed to synthesize it. The reactants are: O=C(O)c1ncoc1-c1ccccc1.O=C(c1ccc(F)cc1)C1CCNCC1. (7) Given the product CCC(C)(C)Cc1cn(C(=O)OC(C)(C)C)c(C(Cc2ccc(-c3ccc(F)cn3)cc2)NC(=O)OCc2ccccc2)n1, predict the reactants needed to synthesize it. The reactants are: CCC(C)(C)Cc1cn(C(=O)OC(C)(C)C)c(C(Cc2ccc(Br)cc2)NC(=O)OCc2ccccc2)n1.Fc1ccc(Br)nc1. (8) Given the product CN(CCCCCCC1=C(c2cc(F)cc(F)c2)CCCc2cc(O)ccc21)CCCS(=O)(=O)CCCCC(F)(F)F, predict the reactants needed to synthesize it. The reactants are: CNCCCS(=O)(=O)CCCCC(F)(F)F.Oc1ccc2c(c1)CCCC(c1cc(F)cc(F)c1)=C2CCCCCCBr. (9) Given the product Nc1ccc(S(=O)(=O)Nc2ccc3[nH]nc(-c4ccccc4)c3c2)cc1, predict the reactants needed to synthesize it. The reactants are: CC(=O)Nc1ccc(S(=O)(=O)Nc2ccc3[nH]nc(-c4ccccc4)c3c2)cc1.